From a dataset of Forward reaction prediction with 1.9M reactions from USPTO patents (1976-2016). Predict the product of the given reaction. (1) Given the reactants [F:1][C:2]([F:13])([F:12])[C:3]1[CH:11]=[CH:10][CH:9]=[CH:8][C:4]=1[C:5](Cl)=[O:6].[CH2:14]([NH:21][C:22]([C:24]1[S:28][C:27]([NH2:29])=[N:26][C:25]=1[CH3:30])=[O:23])[C:15]1[CH:20]=[CH:19][CH:18]=[CH:17][CH:16]=1, predict the reaction product. The product is: [CH2:14]([NH:21][C:22]([C:24]1[S:28][C:27]([NH:29][C:5](=[O:6])[C:4]2[CH:8]=[CH:9][CH:10]=[CH:11][C:3]=2[C:2]([F:13])([F:12])[F:1])=[N:26][C:25]=1[CH3:30])=[O:23])[C:15]1[CH:20]=[CH:19][CH:18]=[CH:17][CH:16]=1. (2) Given the reactants F[C:2]1[CH:7]=[CH:6][C:5]([N+:8]([O-:10])=[O:9])=[CH:4][CH:3]=1.C(=O)([O-])[O-].[K+].[K+].[Cl:17][C:18]1[CH:23]=[C:22]([Cl:24])[CH:21]=[CH:20][C:19]=1[OH:25].O, predict the reaction product. The product is: [Cl:17][C:18]1[CH:23]=[C:22]([Cl:24])[CH:21]=[CH:20][C:19]=1[O:25][C:2]1[CH:7]=[CH:6][C:5]([N+:8]([O-:10])=[O:9])=[CH:4][CH:3]=1. (3) Given the reactants F[C:2]1[CH:9]=[CH:8][C:5]([C:6]#[N:7])=[CH:4][C:3]=1[N+:10]([O-:12])=[O:11].[CH3:13][O:14][C:15](=[O:23])[C:16]1[CH:21]=[CH:20][C:19]([NH2:22])=[CH:18][CH:17]=1.CC(C)([O-])C.[K+], predict the reaction product. The product is: [CH3:13][O:14][C:15](=[O:23])[C:16]1[CH:21]=[CH:20][C:19]([NH:22][C:2]2[CH:9]=[CH:8][C:5]([C:6]#[N:7])=[CH:4][C:3]=2[N+:10]([O-:12])=[O:11])=[CH:18][CH:17]=1. (4) Given the reactants [Cl:1][C:2]1[CH:7]=[C:6]([C:8]([F:11])([F:10])[F:9])[CH:5]=[CH:4][C:3]=1[C:12]#[C:13][C:14]([OH:16])=O.[NH2:17][C:18]1[CH:33]=[CH:32][C:21]([O:22][CH2:23][CH2:24][N:25]2[CH2:29][CH2:28][CH2:27][C@H:26]2[CH2:30][OH:31])=[C:20]([O:34][CH3:35])[CH:19]=1, predict the reaction product. The product is: [OH:31][CH2:30][C@@H:26]1[CH2:27][CH2:28][CH2:29][N:25]1[CH2:24][CH2:23][O:22][C:21]1[CH:32]=[CH:33][C:18]([NH:17][C:14](=[O:16])[C:13]#[C:12][C:3]2[CH:4]=[CH:5][C:6]([C:8]([F:9])([F:10])[F:11])=[CH:7][C:2]=2[Cl:1])=[CH:19][C:20]=1[O:34][CH3:35].